From a dataset of Peptide-MHC class I binding affinity with 185,985 pairs from IEDB/IMGT. Regression. Given a peptide amino acid sequence and an MHC pseudo amino acid sequence, predict their binding affinity value. This is MHC class I binding data. (1) The peptide sequence is QVYFESFVR. The MHC is HLA-A11:01 with pseudo-sequence HLA-A11:01. The binding affinity (normalized) is 0.630. (2) The peptide sequence is SAAFEDLRL. The MHC is HLA-A68:02 with pseudo-sequence HLA-A68:02. The binding affinity (normalized) is 0.0566. (3) The peptide sequence is FQYEHEQTF. The MHC is HLA-A01:01 with pseudo-sequence HLA-A01:01. The binding affinity (normalized) is 0.0847.